The task is: Binary Classification. Given a drug SMILES string, predict its activity (active/inactive) in a high-throughput screening assay against a specified biological target.. This data is from Kir2.1 potassium channel HTS with 301,493 compounds. (1) The compound is S(=O)(=O)(NCc1cc2OCOc2cc1)c1c(cc(c(OCC)c1)C)C. The result is 1 (active). (2) The drug is O=C(NC1CC1)/C(=C\c1c2c(n(c1)CC(=O)NCCOC)cccc2)C#N. The result is 0 (inactive). (3) The molecule is O(c1c(CNc2c(OC)ccc(c2)C)cc(OC)c(OC)c1)C. The result is 1 (active).